Task: Predict the reactants needed to synthesize the given product.. Dataset: Full USPTO retrosynthesis dataset with 1.9M reactions from patents (1976-2016) (1) Given the product [O:15]=[C:11]1[C:12]2[C:8](=[CH:7][C:6]([N:5]([CH2:33][CH2:34][N:35]3[CH2:40][CH2:39][CH2:38][CH2:37][CH2:36]3)[S:2]([CH3:1])(=[O:3])=[O:4])=[CH:14][CH:13]=2)[C:9](=[O:24])[N:10]1[CH2:16][C:17]([O:19][C:20]([CH3:21])([CH3:23])[CH3:22])=[O:18], predict the reactants needed to synthesize it. The reactants are: [CH3:1][S:2]([NH:5][C:6]1[CH:7]=[C:8]2[C:12](=[CH:13][CH:14]=1)[C:11](=[O:15])[N:10]([CH2:16][C:17]([O:19][C:20]([CH3:23])([CH3:22])[CH3:21])=[O:18])[C:9]2=[O:24])(=[O:4])=[O:3].C(=O)([O-])[O-].[K+].[K+].Cl.Cl[CH2:33][CH2:34][N:35]1[CH2:40][CH2:39][CH2:38][CH2:37][CH2:36]1. (2) Given the product [NH2:11][C:12]1[C:17](=[O:18])[N:16]([CH2:19][C:20]([OH:22])=[O:21])[C:15]([C:23]2[CH:28]=[CH:27][CH:26]=[CH:25][CH:24]=2)=[N:14][CH:13]=1, predict the reactants needed to synthesize it. The reactants are: C(OC([NH:11][C:12]1[C:17](=[O:18])[N:16]([CH2:19][C:20]([OH:22])=[O:21])[C:15]([C:23]2[CH:28]=[CH:27][CH:26]=[CH:25][CH:24]=2)=[N:14][CH:13]=1)=O)C1C=CC=CC=1.[H][H]. (3) Given the product [Cl:1][C:2]1[CH:7]=[CH:6][N:5]=[C:4]2[NH:8][C:9]([C:11]3[C:15]4=[N:16][C:17]([O:22][CH3:23])=[C:18]([O:20][CH3:21])[CH:19]=[C:14]4[N:13]([CH2:24][CH2:25][CH2:26][N:27]4[CH2:32][CH2:31][CH:30]([CH2:50][CH2:51][OH:53])[CH2:29][CH2:28]4)[CH:12]=3)=[CH:10][C:3]=12, predict the reactants needed to synthesize it. The reactants are: [Cl:1][C:2]1[CH:7]=[CH:6][N:5]=[C:4]2[NH:8][C:9]([C:11]3[C:15]4=[N:16][C:17]([O:22][CH3:23])=[C:18]([O:20][CH3:21])[CH:19]=[C:14]4[N:13]([CH2:24][CH2:25][CH2:26][N:27]4[CH2:32][CH2:31][CH:30](O)[CH2:29][CH2:28]4)[CH:12]=3)=[CH:10][C:3]=12.ClC1C=CN=C2N(S(C3C=CC(C)=CC=3)(=O)=O)C(C3C4=N[C:50](OC)=[C:51]([O:53]C)C=C4N(CCCN4CCC(O)CC4)C=3)=CC=12.[OH-].[K+].